Dataset: Full USPTO retrosynthesis dataset with 1.9M reactions from patents (1976-2016). Task: Predict the reactants needed to synthesize the given product. (1) The reactants are: C(OC(=O)[NH:10][CH2:11][CH2:12][C:13]1[N:21]([CH2:22][CH3:23])[C:20]2[C:19](=[O:24])[NH:18][CH:17]=[N:16][C:15]=2[C:14]=1[C:25]#[N:26])C1C=CC=CC=1.ClCCl. Given the product [NH2:10][CH2:11][CH2:12][C:13]1[N:21]([CH2:22][CH3:23])[C:20]2[C:19](=[O:24])[NH:18][CH:17]=[N:16][C:15]=2[C:14]=1[C:25]#[N:26], predict the reactants needed to synthesize it. (2) The reactants are: [NH2:1][C:2]1[C:6]2[CH:7]=[C:8]([Cl:11])[CH:9]=[CH:10][C:5]=2[O:4][C:3]=1[C:12](=[O:23])[C:13]1[CH:18]=[C:17]([O:19][CH3:20])[CH:16]=[CH:15][C:14]=1[O:21]C.C[S-].[Na+].[Br-].[Li+]. Given the product [NH2:1][C:2]1[C:6]2[CH:7]=[C:8]([Cl:11])[CH:9]=[CH:10][C:5]=2[O:4][C:3]=1[C:12](=[O:23])[C:13]1[CH:18]=[C:17]([O:19][CH3:20])[CH:16]=[CH:15][C:14]=1[OH:21], predict the reactants needed to synthesize it. (3) Given the product [CH:20]1[C:21]2[C:26](=[CH:25][CH:24]=[CH:23][CH:22]=2)[CH:27]=[CH:28][C:19]=1[CH2:18][N:13]1[C:12]2[C:7]([NH:6][CH2:5][C:4]([OH:29])=[O:3])=[CH:8][CH:9]=[CH:10][C:11]=2[O:16][CH2:15][C:14]1=[O:17], predict the reactants needed to synthesize it. The reactants are: C([O:3][C:4](=[O:29])[CH2:5][NH:6][C:7]1[C:12]2[N:13]([CH2:18][C:19]3[CH:28]=[CH:27][C:26]4[C:21](=[CH:22][CH:23]=[CH:24][CH:25]=4)[CH:20]=3)[C:14](=[O:17])[CH2:15][O:16][C:11]=2[CH:10]=[CH:9][CH:8]=1)C.CO.[OH-].[Na+].